This data is from Forward reaction prediction with 1.9M reactions from USPTO patents (1976-2016). The task is: Predict the product of the given reaction. (1) The product is: [CH3:24][O:23][C:21]([CH:17]1[CH2:18][CH2:19][CH2:20][CH:15]([NH:14][C:12]([C:3]2[CH:4]=[C:5]([CH:10]=[CH:11][C:2]=2[O:1][CH2:45][CH2:44][CH2:43][C:40]2[CH:41]=[CH:42][C:37](/[CH:36]=[CH:35]/[CH2:34][CH2:33][CH2:32][O:31][C:25]3[CH:26]=[CH:27][CH:28]=[CH:29][CH:30]=3)=[CH:38][CH:39]=2)[C:6]([O:8][CH3:9])=[O:7])=[O:13])[CH2:16]1)=[O:22]. Given the reactants [OH:1][C:2]1[CH:11]=[CH:10][C:5]([C:6]([O:8][CH3:9])=[O:7])=[CH:4][C:3]=1[C:12]([NH:14][CH:15]1[CH2:20][CH2:19][CH2:18][CH:17]([C:21]([O:23][CH3:24])=[O:22])[CH2:16]1)=[O:13].[C:25]1([O:31][CH2:32][CH2:33][CH2:34]/[CH:35]=[CH:36]/[C:37]2[CH:42]=[CH:41][C:40]([CH2:43][CH2:44][CH2:45]Br)=[CH:39][CH:38]=2)[CH:30]=[CH:29][CH:28]=[CH:27][CH:26]=1, predict the reaction product. (2) Given the reactants [Cl:1][C:2]1[C:8]([N:9]([CH3:11])[CH3:10])=[CH:7][CH:6]=[CH:5][C:3]=1[NH2:4].[Br:12]N1C(=O)CCC1=O, predict the reaction product. The product is: [Br:12][C:5]1[CH:6]=[CH:7][C:8]([N:9]([CH3:11])[CH3:10])=[C:2]([Cl:1])[C:3]=1[NH2:4]. (3) The product is: [CH3:1][O:2][C:3]1[CH:4]=[CH:5][C:6]([CH2:7][N:8]2[C:17]3[C:12](=[N:13][CH:14]=[C:15]([N:18]4[CH2:21][C:20](=[O:22])[CH2:19]4)[CH:16]=3)[CH:11]=[CH:10][C:9]2=[O:23])=[CH:24][CH:25]=1. Given the reactants [CH3:1][O:2][C:3]1[CH:25]=[CH:24][C:6]([CH2:7][N:8]2[C:17]3[C:12](=[N:13][CH:14]=[C:15]([N:18]4[CH2:21][CH:20]([OH:22])[CH2:19]4)[CH:16]=3)[CH:11]=[CH:10][C:9]2=[O:23])=[CH:5][CH:4]=1.CCN(CC)CC.S(=O)(=O)=O.N1C=CC=CC=1.C(Cl)Cl.CO, predict the reaction product. (4) The product is: [F:17][C:18]1[CH:19]=[C:20]([C@H:29]([NH:30][C:9](=[O:10])[O:11][C:12]([CH3:13])([CH3:14])[CH3:15])[C:31]2[C:36]([F:37])=[CH:35][CH:34]=[CH:33][N:32]=2)[CH:21]=[CH:22][C:23]=1[O:24][C:25]([F:28])([F:27])[F:26]. Given the reactants [C:9](O[C:9]([O:11][C:12]([CH3:15])([CH3:14])[CH3:13])=[O:10])([O:11][C:12]([CH3:15])([CH3:14])[CH3:13])=[O:10].Cl.[F:17][C:18]1[CH:19]=[C:20]([C@@H:29]([C:31]2[C:36]([F:37])=[CH:35][CH:34]=[CH:33][N:32]=2)[NH2:30])[CH:21]=[CH:22][C:23]=1[O:24][C:25]([F:28])([F:27])[F:26].C([O-])(O)=O.[Na+].CCOC(C)=O, predict the reaction product. (5) The product is: [O:12]=[C:1]1[O:13][BH:15][O:4][CH:3]([C:5]([OH:7])=[O:6])[CH2:2]1. Given the reactants [C:1]([OH:13])(=[O:12])[CH2:2][C:3](CC(O)=O)([C:5]([OH:7])=[O:6])[OH:4].O1B([C@@H](NC(=O)CNC(=O)C2C=C(Cl)C=CC=2Cl)CC(C)C)OB([C@@H](NC(=O)CNC(=O)C2C=C(Cl)C=CC=2Cl)CC(C)C)O[B:15]1[C@@H](NC(=O)CNC(=O)C1C=C(Cl)C=CC=1Cl)CC(C)C, predict the reaction product. (6) Given the reactants [Br:1][C:2]1(C2C=CC=CN=2)[CH:7]=[CH:6][CH:5]=[C:4](Br)[NH:3]1.[N:15]1[CH:20]=[CH:19][CH:18]=[CH:17][C:16]=1[C:21]1[N:26]=[N:25][C:24]([Sn](CCCC)(CCCC)CCCC)=[CH:23][CH:22]=1, predict the reaction product. The product is: [Br:1][C:2]1[N:3]=[C:4]([C:24]2[N:25]=[N:26][C:21]([C:16]3[CH:17]=[CH:18][CH:19]=[CH:20][N:15]=3)=[CH:22][CH:23]=2)[CH:5]=[CH:6][CH:7]=1. (7) Given the reactants O.NN.O=C1C2C(=CC=CC=2)C(=O)[N:6]1[C@@H:15]1[CH2:20][CH2:19][C@H:18]([O:21][C:22](=[O:32])[C:23]2[CH:28]=[CH:27][C:26]([N+:29]([O-:31])=[O:30])=[CH:25][CH:24]=2)[CH2:17][CH2:16]1.CO, predict the reaction product. The product is: [NH2:6][C@H:15]1[CH2:16][CH2:17][C@H:18]([O:21][C:22](=[O:32])[C:23]2[CH:28]=[CH:27][C:26]([N+:29]([O-:31])=[O:30])=[CH:25][CH:24]=2)[CH2:19][CH2:20]1. (8) The product is: [Cl:22][C:23]1[C:31]2[C:26](=[CH:27][CH:28]=[C:29]([NH:32][C:8]([C:7]3[CH:6]([C:11]4[CH:20]=[CH:19][C:18]5[C:13](=[CH:14][CH:15]=[CH:16][CH:17]=5)[CH:12]=4)[CH2:5][C:4](=[O:21])[NH:3][C:2]=3[CH3:1])=[O:9])[CH:30]=2)[NH:25][N:24]=1. Given the reactants [CH3:1][C:2]1[NH:3][C:4](=[O:21])[CH2:5][CH:6]([C:11]2[CH:20]=[CH:19][C:18]3[C:13](=[CH:14][CH:15]=[CH:16][CH:17]=3)[CH:12]=2)[C:7]=1[C:8](O)=[O:9].[Cl:22][C:23]1[C:31]2[C:26](=[CH:27][CH:28]=[C:29]([NH2:32])[CH:30]=2)[NH:25][N:24]=1.N=C=N, predict the reaction product. (9) The product is: [ClH:1].[ClH:1].[F:27][C:22]1[CH:23]=[CH:24][CH:25]=[CH:26][C:21]=1[C:20]1[C:15]([N:12]2[CH2:11][CH2:10][NH:9][CH2:14][CH2:13]2)=[N:16][CH:17]=[CH:18][N:19]=1. Given the reactants [ClH:1].C(OC([N:9]1[CH2:14][CH2:13][N:12]([C:15]2[C:20]([C:21]3[CH:26]=[CH:25][CH:24]=[CH:23][C:22]=3[F:27])=[N:19][CH:18]=[CH:17][N:16]=2)[CH2:11][CH2:10]1)=O)(C)(C)C, predict the reaction product.